Dataset: Reaction yield outcomes from USPTO patents with 853,638 reactions. Task: Predict the reaction yield, written as a fraction of the theoretical maximum amount of product (1.0 means a 100% yield; for example, 0.34 means a 34% yield). (1) The reactants are [I:1][C:2]1[CH:3]=[CH:4][C:5]([O:9][CH:10]2[CH2:15][CH2:14][O:13][CH2:12][CH2:11]2)=[C:6]([NH2:8])[CH:7]=1.Cl[C:17]1[C:22]([Cl:23])=[CH:21][N:20]=[C:19]([NH2:24])[N:18]=1.Cl.[OH-].[Na+]. The catalyst is O1CCOCC1. The product is [Cl:23][C:22]1[C:17]([NH:8][C:6]2[CH:7]=[C:2]([I:1])[CH:3]=[CH:4][C:5]=2[O:9][CH:10]2[CH2:15][CH2:14][O:13][CH2:12][CH2:11]2)=[N:18][C:19]([NH2:24])=[N:20][CH:21]=1. The yield is 0.360. (2) The reactants are [F:1][C:2]1[C:3]([NH:21][CH:22]2[CH2:27][CH2:26][CH2:25][NH:24][CH2:23]2)=[N:4][C:5]([NH:8][C:9]2[CH:10]=[N:11][C:12]([N:15]3[CH2:20][CH2:19][O:18][CH2:17][CH2:16]3)=[CH:13][CH:14]=2)=[N:6][CH:7]=1.[C:28]([CH2:30][C:31](O)=[O:32])#[N:29].CCN(C(C)C)C(C)C.CN(C(ON1N=NC2C=CC=NC1=2)=[N+](C)C)C.F[P-](F)(F)(F)(F)F. The catalyst is C(Cl)Cl. The product is [F:1][C:2]1[C:3]([NH:21][CH:22]2[CH2:27][CH2:26][CH2:25][N:24]([C:31](=[O:32])[CH2:30][C:28]#[N:29])[CH2:23]2)=[N:4][C:5]([NH:8][C:9]2[CH:10]=[N:11][C:12]([N:15]3[CH2:20][CH2:19][O:18][CH2:17][CH2:16]3)=[CH:13][CH:14]=2)=[N:6][CH:7]=1. The yield is 0.340.